The task is: Predict the reactants needed to synthesize the given product.. This data is from Full USPTO retrosynthesis dataset with 1.9M reactions from patents (1976-2016). (1) The reactants are: [C:1]([O:5][C:6](=[O:22])[CH2:7][CH2:8][NH:9][CH2:10][C:11]1[C:12]([CH2:20][CH3:21])=[N:13][C:14]([C:17](=O)[CH3:18])=[CH:15][CH:16]=1)([CH3:4])([CH3:3])[CH3:2].Cl[C:24]1[CH:32]=[CH:31][C:27]([CH2:28][O:29][NH2:30])=[CH:26][C:25]=1[C:33]([F:36])([F:35])[F:34].[C:37](O)(=O)[CH3:38]. Given the product [C:1]([O:5][C:6](=[O:22])[CH2:7][CH2:8][NH:9][CH2:10][C:11]1[C:12]([CH2:20][CH3:21])=[N:13][C:14]([C:17](=[N:30][O:29][CH2:28][C:27]2[CH:31]=[CH:32][C:24]([CH:38]3[CH2:37][CH2:15][CH2:16][CH2:11][CH2:10]3)=[C:25]([C:33]([F:36])([F:35])[F:34])[CH:26]=2)[CH3:18])=[CH:15][CH:16]=1)([CH3:4])([CH3:3])[CH3:2], predict the reactants needed to synthesize it. (2) The reactants are: [CH3:1][N:2](C(ON1N=NC2C=CC=NC1=2)=[N+](C)C)C.F[P-](F)(F)(F)(F)F.[CH3:25][O:26][C:27]1[N:32]=[C:31]([C:33]([OH:35])=O)[CH:30]=[CH:29][C:28]=1[N+:36]([O-:38])=[O:37].CCN(C(C)C)C(C)C.CN. Given the product [CH3:25][O:26][C:27]1[N:32]=[C:31]([C:33]([NH:2][CH3:1])=[O:35])[CH:30]=[CH:29][C:28]=1[N+:36]([O-:38])=[O:37], predict the reactants needed to synthesize it. (3) Given the product [O:4]1[CH2:5][CH2:6][N:1]([CH2:9][CH2:8][C:7]([O:11][CH2:12][C:13]([F:23])([F:24])[C:14]([F:21])([F:22])[C:15]([F:20])([F:19])[CH:16]([F:17])[F:18])=[O:10])[CH2:2][CH2:3]1, predict the reactants needed to synthesize it. The reactants are: [NH:1]1[CH2:6][CH2:5][O:4][CH2:3][CH2:2]1.[C:7]([O:11][CH2:12][C:13]([F:24])([F:23])[C:14]([F:22])([F:21])[C:15]([F:20])([F:19])[CH:16]([F:18])[F:17])(=[O:10])[CH:8]=[CH2:9]. (4) Given the product [F:1][C:2]1[C:7]([F:8])=[CH:6][CH:5]=[CH:4][C:3]=1[C@H:9]([N:11]([CH2:34][C:35]1[CH:36]=[CH:37][C:38]([C:41]([O:43][CH3:44])=[O:42])=[CH:39][CH:40]=1)[C:12]([C@@H:14]1[CH2:23][C:22]2[C:17](=[CH:18][CH:19]=[CH:20][CH:21]=2)[CH2:16][NH:15]1)=[O:13])[CH3:10], predict the reactants needed to synthesize it. The reactants are: [F:1][C:2]1[C:7]([F:8])=[CH:6][CH:5]=[CH:4][C:3]=1[C@H:9]([N:11]([CH2:34][C:35]1[CH:40]=[CH:39][C:38]([C:41]([O:43][CH3:44])=[O:42])=[CH:37][CH:36]=1)[C:12]([C@@H:14]1[CH2:23][C:22]2[C:17](=[CH:18][CH:19]=[CH:20][CH:21]=2)[CH2:16][N:15]1C(OCC1C=CC=CC=1)=O)=[O:13])[CH3:10].